This data is from Forward reaction prediction with 1.9M reactions from USPTO patents (1976-2016). The task is: Predict the product of the given reaction. (1) Given the reactants [CH2:1]([O:4][C:5]1[N:6]([C:15]2[CH:20]=[CH:19][C:18]([O:21][CH2:22][C:23]([F:26])([F:25])[F:24])=[CH:17][CH:16]=2)[C:7](=[O:14])[C:8]2[CH:13]=[CH:12][NH:11][C:9]=2[N:10]=1)[CH2:2][CH3:3].C(O)(=[O:29])C.C(O)(=O)C.I(C1C=CC=CC=1)=O, predict the reaction product. The product is: [CH2:1]([O:4][C:5]1[N:6]([C:15]2[CH:16]=[CH:17][C:18]([O:21][CH2:22][C:23]([F:24])([F:26])[F:25])=[CH:19][CH:20]=2)[C:7](=[O:14])[C:8]2[CH2:13][C:12](=[O:29])[NH:11][C:9]=2[N:10]=1)[CH2:2][CH3:3]. (2) Given the reactants C(N1[CH2:13][CH2:12][NH:11][CH2:10]C1)(OC(C)(C)C)=O.[Cl:14][C:15]1[CH:20]=[CH:19][C:18]([CH:21]([C:24]2[CH:29]=[CH:28][C:27]([C:30]3[CH:31]=[N:32][NH:33][CH:34]=3)=[CH:26][CH:25]=2)[CH:22]=O)=[CH:17][CH:16]=1, predict the reaction product. The product is: [N:11]1([CH2:22][CH:21]([C:24]2[CH:29]=[CH:28][C:27]([C:30]3[CH:31]=[N:32][NH:33][CH:34]=3)=[CH:26][CH:25]=2)[C:18]2[CH:19]=[CH:20][C:15]([Cl:14])=[CH:16][CH:17]=2)[CH2:10][CH2:13][CH2:12]1. (3) The product is: [CH3:59][N:60]([CH3:68])[CH2:61][CH2:62][CH2:63][CH2:64][C:65]([O:57][CH:38]([C:19]([OH:58])([CH2:20][CH2:21][CH2:22][CH2:23][CH2:24][CH2:25][CH2:26][CH2:27]/[CH:28]=[CH:29]\[CH2:30]/[CH:31]=[CH:32]\[CH2:33][CH2:34][CH2:35][CH2:36][CH3:37])[CH2:1][CH2:2][CH2:3][CH2:4][CH2:5][CH2:6][CH2:7][CH2:8]/[CH:9]=[CH:10]\[CH2:11]/[CH:12]=[CH:13]\[CH2:14][CH2:15][CH2:16][CH2:17][CH3:18])[CH2:39][CH2:40][CH2:41][CH2:42][CH2:43][CH2:44][CH2:45][CH2:46]/[CH:47]=[CH:48]\[CH2:49]/[CH:50]=[CH:51]\[CH2:52][CH2:53][CH2:54][CH2:55][CH3:56])=[O:66]. Given the reactants [CH2:1]([C:19]([OH:58])([CH:38]([OH:57])[CH2:39][CH2:40][CH2:41][CH2:42][CH2:43][CH2:44][CH2:45][CH2:46]/[CH:47]=[CH:48]\[CH2:49]/[CH:50]=[CH:51]\[CH2:52][CH2:53][CH2:54][CH2:55][CH3:56])[CH2:20][CH2:21][CH2:22][CH2:23][CH2:24][CH2:25][CH2:26][CH2:27]/[CH:28]=[CH:29]\[CH2:30]/[CH:31]=[CH:32]\[CH2:33][CH2:34][CH2:35][CH2:36][CH3:37])[CH2:2][CH2:3][CH2:4][CH2:5][CH2:6][CH2:7][CH2:8]/[CH:9]=[CH:10]\[CH2:11]/[CH:12]=[CH:13]\[CH2:14][CH2:15][CH2:16][CH2:17][CH3:18].[CH3:59][N:60]([CH3:68])[CH2:61][CH2:62][CH2:63][CH2:64][C:65](O)=[O:66].CCN=C=NCCCN(C)C.Cl.CCN(C(C)C)C(C)C, predict the reaction product.